This data is from Catalyst prediction with 721,799 reactions and 888 catalyst types from USPTO. The task is: Predict which catalyst facilitates the given reaction. (1) Reactant: [CH2:1]([S:3][C:4]1[CH:9]=[CH:8][C:7](B2OC(C)(C)C(C)(C)O2)=[C:6]([CH3:19])[CH:5]=1)[CH3:2].[Cl:20][C:21]1[CH:26]=[CH:25][C:24]([CH2:27][C:28]#[N:29])=[C:23](I)[CH:22]=1.[F-].[Cs+].C(Cl)Cl. Product: [Cl:20][C:21]1[CH:22]=[CH:23][C:24]([CH2:27][C:28]#[N:29])=[C:25]([C:7]2[CH:8]=[CH:9][C:4]([S:3][CH2:1][CH3:2])=[CH:5][C:6]=2[CH3:19])[CH:26]=1. The catalyst class is: 75. (2) Reactant: [Cl:1][C:2]1[N:6]([CH2:7][C:8]([O:10]C(C)(C)C)=[O:9])[N:5]=[C:4]2[C:15](=O)[C@@H:16]3[CH2:18][C@@H:17]3[C:3]=12.[CH2:20]([SH:23])[CH2:21][SH:22].C(O)(=O)C.B(F)(F)F.CCOCC. Product: [Cl:1][C:2]1[N:6]([CH2:7][C:8]([OH:10])=[O:9])[N:5]=[C:4]2[C:15]3([C@@H:16]4[CH2:18][C@@H:17]4[C:3]=12)[S:23][CH2:20][CH2:21][S:22]3. The catalyst class is: 4.